From a dataset of Forward reaction prediction with 1.9M reactions from USPTO patents (1976-2016). Predict the product of the given reaction. (1) Given the reactants [CH3:1][CH:2]([CH3:25])[CH2:3][CH2:4][NH:5][CH2:6][C:7]1[CH:8]=[CH:9][C:10]2[O:16][C:15]3[CH:17]=[CH:18][C:19]([C:21]([NH2:23])=[O:22])=[CH:20][C:14]=3[CH2:13][CH2:12][C:11]=2[CH:24]=1.[CH:26]1([CH:29]=O)[CH2:28][CH2:27]1.[BH3-]C#N.[Na+], predict the reaction product. The product is: [CH:26]1([CH2:29][N:5]([CH2:6][C:7]2[CH:8]=[CH:9][C:10]3[O:16][C:15]4[CH:17]=[CH:18][C:19]([C:21]([NH2:23])=[O:22])=[CH:20][C:14]=4[CH2:13][CH2:12][C:11]=3[CH:24]=2)[CH2:4][CH2:3][CH:2]([CH3:25])[CH3:1])[CH2:28][CH2:27]1. (2) Given the reactants [NH2:1][CH2:2][CH2:3][CH2:4][C:5]([C@@H:22]1[CH2:27][CH2:26][CH2:25][N:24]([C:28]([O:30][C:31]([CH3:34])([CH3:33])[CH3:32])=[O:29])[CH2:23]1)([C:7]1[CH:12]=[CH:11][CH:10]=[C:9]([F:13])[C:8]=1[O:14][C:15]1[CH:20]=[CH:19][CH:18]=[C:17]([CH3:21])[CH:16]=1)[OH:6].CCN(CC)CC.Cl[C:43]([O:45][CH3:46])=[O:44], predict the reaction product. The product is: [F:13][C:9]1[C:8]([O:14][C:15]2[CH:20]=[CH:19][CH:18]=[C:17]([CH3:21])[CH:16]=2)=[C:7]([C:5]([C@@H:22]2[CH2:27][CH2:26][CH2:25][N:24]([C:28]([O:30][C:31]([CH3:34])([CH3:33])[CH3:32])=[O:29])[CH2:23]2)([OH:6])[CH2:4][CH2:3][CH2:2][NH:1][C:43]([O:45][CH3:46])=[O:44])[CH:12]=[CH:11][CH:10]=1. (3) Given the reactants C(OC([N:8]1[CH2:13][CH2:12][N:11]([C:14]2[CH:19]=[N:18][CH:17]=[C:16]([NH:20][CH2:21][C:22]3[CH:27]=[CH:26][CH:25]=[C:24]([Cl:28])[CH:23]=3)[N:15]=2)[CH2:10][CH2:9]1)=O)(C)(C)C.FC(F)(F)C(O)=O.[OH-].[Na+], predict the reaction product. The product is: [Cl:28][C:24]1[CH:23]=[C:22]([CH:27]=[CH:26][CH:25]=1)[CH2:21][NH:20][C:16]1[N:15]=[C:14]([N:11]2[CH2:10][CH2:9][NH:8][CH2:13][CH2:12]2)[CH:19]=[N:18][CH:17]=1. (4) Given the reactants [OH:1][CH2:2][C:3]1[CH:11]=[CH:10][C:6]([C:7]([OH:9])=O)=[CH:5][CH:4]=1.ON1C2C=CC=CC=2N=N1.Cl.C(N=C=NCCCN(C)C)C.[CH2:34]([NH:36][CH2:37][CH3:38])[CH3:35], predict the reaction product. The product is: [CH2:34]([N:36]([CH2:37][CH3:38])[C:7]([C:6]1[CH:5]=[CH:4][C:3]([CH2:2][OH:1])=[CH:11][CH:10]=1)=[O:9])[CH3:35]. (5) The product is: [Br:1][C:2]1[CH:6]=[C:5]([CH:30]=[O:31])[O:4][C:3]=1[C:7]1[O:11][N:10]=[C:9]([C:12]2[CH:13]=[CH:14][C:15]([Cl:18])=[CH:16][CH:17]=2)[N:8]=1. Given the reactants [Br:1][C:2]1[CH:6]=[CH:5][O:4][C:3]=1[C:7]1[O:11][N:10]=[C:9]([C:12]2[CH:17]=[CH:16][C:15]([Cl:18])=[CH:14][CH:13]=2)[N:8]=1.C([N-]C(C)C)(C)C.[Li+].CN([CH:30]=[O:31])C.C(=O)=O, predict the reaction product. (6) Given the reactants C(OC(=O)[NH:7][CH:8]1[CH2:13][CH2:12][CH:11]([NH:14][S:15]([C:18]2[CH:23]=[CH:22][C:21]([F:24])=[C:20]([C:25](=[O:35])[NH:26][C:27]3[CH:32]=[CH:31][C:30]([F:33])=[C:29]([F:34])[CH:28]=3)[CH:19]=2)(=[O:17])=[O:16])[CH2:10][CH2:9]1)(C)(C)C.[ClH:37], predict the reaction product. The product is: [ClH:37].[NH2:7][CH:8]1[CH2:13][CH2:12][CH:11]([NH:14][S:15]([C:18]2[CH:23]=[CH:22][C:21]([F:24])=[C:20]([CH:19]=2)[C:25]([NH:26][C:27]2[CH:32]=[CH:31][C:30]([F:33])=[C:29]([F:34])[CH:28]=2)=[O:35])(=[O:16])=[O:17])[CH2:10][CH2:9]1.[ClH:37]. (7) Given the reactants [NH:1]1[CH2:5][C:4](=[O:6])[NH:3][C:2]1=[O:7].[CH2:8]([O:15][CH2:16][CH2:17][CH2:18]O)[C:9]1[CH:14]=[CH:13][CH:12]=[CH:11][CH:10]=1.C1(P(C2C=CC=CC=2)C2C=CC=CC=2)C=CC=CC=1.N(C(OC(C)C)=O)=NC(OC(C)C)=O, predict the reaction product. The product is: [CH2:8]([O:15][CH2:16][CH2:17][CH2:18][N:3]1[C:4](=[O:6])[CH2:5][NH:1][C:2]1=[O:7])[C:9]1[CH:14]=[CH:13][CH:12]=[CH:11][CH:10]=1. (8) Given the reactants [C:1]([O:5][C:6](=[O:26])[NH:7][CH:8]1[CH2:13][CH2:12][N:11]([C:14]2[N:15]([CH2:22][CH2:23][CH2:24][OH:25])[C:16](=[O:21])[CH:17]=[C:18](Cl)[N:19]=2)[CH2:10][CH2:9]1)([CH3:4])([CH3:3])[CH3:2].[C:27]([C:29]1[CH:34]=[CH:33][C:32](OB(O)O)=[CH:31][C:30]=1[F:39])#[N:28].[C:40]([O-])([O-])=O.[Na+].[Na+], predict the reaction product. The product is: [C:1]([O:5][C:6](=[O:26])[NH:7][CH:8]1[CH2:13][CH2:12][N:11]([C:14]2[N:15]([CH2:22][CH2:23][CH2:24][O:25][CH3:40])[C:16](=[O:21])[CH:17]=[C:18]([C:32]3[CH:33]=[CH:34][C:29]([C:27]#[N:28])=[C:30]([F:39])[CH:31]=3)[N:19]=2)[CH2:10][CH2:9]1)([CH3:4])([CH3:3])[CH3:2]. (9) Given the reactants [CH2:1]([N:8]1[C:12](=[O:13])[CH2:11][N:10]([CH3:14])[C:9]1=[S:15])[C:2]1[CH:7]=[CH:6][CH:5]=[CH:4][CH:3]=1.C1(C)C=CC(S([O-])(=O)=O)=CC=1.[CH3:27][N+:28]1[C:32]2[CH:33]=[CH:34][CH:35]=[CH:36][C:31]=2[S:30][C:29]=1SC, predict the reaction product. The product is: [CH2:1]([N:8]1[C:12](=[O:13])[C:11](=[C:29]2[N:28]([CH3:27])[C:32]3[CH:33]=[CH:34][CH:35]=[CH:36][C:31]=3[S:30]2)[N:10]([CH3:14])[C:9]1=[S:15])[C:2]1[CH:3]=[CH:4][CH:5]=[CH:6][CH:7]=1. (10) Given the reactants [CH3:1][O:2][C:3]1[C:12]2[C:7](=[C:8]([CH3:13])[CH:9]=[CH:10][CH:11]=2)[CH:6]=[CH:5][CH:4]=1.CN([CH:17]=[O:18])C.O=P(Cl)(Cl)Cl.[OH-].[Na+], predict the reaction product. The product is: [CH3:1][O:2][C:3]1[C:12]2[C:7](=[C:8]([CH3:13])[CH:9]=[CH:10][CH:11]=2)[C:6]([CH:17]=[O:18])=[CH:5][CH:4]=1.